Dataset: Forward reaction prediction with 1.9M reactions from USPTO patents (1976-2016). Task: Predict the product of the given reaction. Given the reactants [C:1]1([CH:7]([CH2:14][C:15]2[CH:20]=[CH:19][C:18](OS(C(F)(F)F)(=O)=O)=[CH:17][CH:16]=2)[CH2:8][C:9]([O:11][CH2:12][CH3:13])=[O:10])[CH:6]=[CH:5][CH:4]=[CH:3][CH:2]=1.C[C:30]([O-:32])=[O:31].[K+], predict the reaction product. The product is: [C:30]([C:18]1[CH:19]=[CH:20][C:15]([CH2:14][CH:7]([C:1]2[CH:6]=[CH:5][CH:4]=[CH:3][CH:2]=2)[CH2:8][C:9]([O:11][CH2:12][CH3:13])=[O:10])=[CH:16][CH:17]=1)([OH:32])=[O:31].